From a dataset of Reaction yield outcomes from USPTO patents with 853,638 reactions. Predict the reaction yield, written as a fraction of the theoretical maximum amount of product (1.0 means a 100% yield; for example, 0.34 means a 34% yield). (1) The reactants are S(Cl)(Cl)=O.[S:5]1[CH:9]=[CH:8][C:7]([C:10]([OH:12])=[O:11])=[CH:6]1.[CH2:13](O)[CH3:14]. The catalyst is CN(C)C1C=CN=CC=1. The product is [S:5]1[CH:9]=[CH:8][C:7]([C:10]([O:12][CH2:13][CH3:14])=[O:11])=[CH:6]1. The yield is 0.910. (2) The reactants are CS(C)=O.C(Cl)(=O)C(Cl)=O.[CH3:11][O:12][C:13]1[CH:18]=[CH:17][C:16]([C:19]2[N:20]=[C:21]([CH2:24][CH2:25][CH2:26][CH2:27][CH2:28][CH2:29][CH2:30][OH:31])[S:22][CH:23]=2)=[CH:15][CH:14]=1.C(N(CC)CC)C. The catalyst is C(Cl)Cl.C(OCC)(=O)C. The product is [CH3:11][O:12][C:13]1[CH:14]=[CH:15][C:16]([C:19]2[N:20]=[C:21]([CH2:24][CH2:25][CH2:26][CH2:27][CH2:28][CH2:29][CH:30]=[O:31])[S:22][CH:23]=2)=[CH:17][CH:18]=1. The yield is 0.990. (3) The reactants are [C:1]([O:5][C:6](=[O:22])[NH:7][CH2:8][CH2:9][C:10](=[C:12]1C(=O)O[C:15](C)([CH3:19])[O:14][C:13]1=[O:21])[OH:11])([CH3:4])([CH3:3])[CH3:2]. The catalyst is C(O)C. The product is [CH2:15]([O:14][C:13](=[O:21])[CH2:12][C:10](=[O:11])[CH2:9][CH2:8][NH:7][C:6]([O:5][C:1]([CH3:3])([CH3:2])[CH3:4])=[O:22])[CH3:19]. The yield is 0.980. (4) The reactants are [N:1]1[C:10]2[C:5](=[CH:6][C:7]([CH2:11][N:12]3[C:16]4=[N:17][C:18]([C:21]5[CH:22]=[N:23][N:24]([CH2:26][CH2:27][OH:28])[CH:25]=5)=[CH:19][CH:20]=[C:15]4[N:14]=[N:13]3)=[CH:8][CH:9]=2)[CH:4]=[CH:3][CH:2]=1.C(O)(=[O:31])C. The catalyst is OO. The product is [OH:28][CH2:27][CH2:26][N:24]1[CH:25]=[C:21]([C:18]2[N:17]=[C:16]3[N:12]([CH2:11][C:7]4[CH:6]=[C:5]5[C:10](=[CH:9][CH:8]=4)[N+:1]([O-:31])=[CH:2][CH:3]=[CH:4]5)[N:13]=[N:14][C:15]3=[CH:20][CH:19]=2)[CH:22]=[N:23]1. The yield is 0.140. (5) The reactants are [H-].[Na+].[CH2:3]1[CH2:7][O:6][CH2:5][CH2:4]1.[CH:8](=O)[CH2:9][CH3:10].[OH2:12]. The catalyst is CCOC(C)=O. The product is [C:5]([O:6][CH2:7][CH3:3])(=[O:12])/[CH:4]=[CH:8]/[CH2:9][CH3:10]. The yield is 0.520. (6) The reactants are [CH3:1][C:2]([O:5][C@H:6]([CH3:32])[C@@H:7]([C:28]([O:30][CH3:31])=[O:29])[NH:8][C:9]([C:11]1[CH:16]=[CH:15][C:14]([C:17]2[CH:22]=[CH:21][C:20]([O:23][CH3:24])=[CH:19][CH:18]=2)=[CH:13][C:12]=1[N+:25]([O-])=O)=[O:10])([CH3:4])[CH3:3]. The catalyst is [Pd].C(O)C. The product is [NH2:25][C:12]1[CH:13]=[C:14]([C:17]2[CH:18]=[CH:19][C:20]([O:23][CH3:24])=[CH:21][CH:22]=2)[CH:15]=[CH:16][C:11]=1[C:9]([NH:8][C@H:7]([C:28]([O:30][CH3:31])=[O:29])[C@@H:6]([CH3:32])[O:5][C:2]([CH3:3])([CH3:4])[CH3:1])=[O:10]. The yield is 0.960. (7) The reactants are FC(F)(F)C(O)=O.ClC1C(N[C@@H]2[C@@H]3C[C@@H](C=C3)[C@@H]2C(N)=O)=C2N=C(C3C=CC(CN4CCOCC4)=CC=3)NC2=NC=1.[NH2:42][C:43]1[C:48]([NH2:49])=[C:47]([NH:50][C@@H:51]2[C@@H:56]3[CH2:57][C@@H:53]([CH:54]=[CH:55]3)[C@@H:52]2[C:58]([NH2:60])=[O:59])[C:46]([Cl:61])=[CH:45][N:44]=1.C(OC([N:69]1[CH2:74][CH2:73][N:72]([CH2:75][C:76]2[CH:81]=[CH:80][C:79]([CH:82]=O)=[C:78]([O:84][CH3:85])[CH:77]=2)[CH2:71][CH2:70]1)=O)(C)(C)C.FC(F)(F)C(O)=O. No catalyst specified. The product is [Cl:61][C:46]1[C:47]([NH:50][C@@H:51]2[C@@H:56]3[CH2:57][C@@H:53]([CH:54]=[CH:55]3)[C@@H:52]2[C:58]([NH2:60])=[O:59])=[C:48]2[N:49]=[C:82]([C:79]3[CH:80]=[CH:81][C:76]([CH2:75][N:72]4[CH2:73][CH2:74][NH:69][CH2:70][CH2:71]4)=[CH:77][C:78]=3[O:84][CH3:85])[NH:42][C:43]2=[N:44][CH:45]=1. The yield is 0.100. (8) The catalyst is C1COCC1. The reactants are [CH2:1]([CH:3]([O:6][C:7]1[CH:12]=[C:11]([CH3:13])[N:10]=[C:9]([O:14][C:15]2[C:20]([CH3:21])=[CH:19][C:18]([OH:22])=[CH:17][C:16]=2[CH3:23])[C:8]=1[CH3:24])[CH2:4][CH3:5])[CH3:2].[C:25]1(P(C2C=CC=CC=2)C2C=CC=CC=2)[CH:30]=CC=C[CH:26]=1.C(O)(C)C.N(C(OCC)=O)=NC(OCC)=O. The product is [CH2:1]([CH:3]([O:6][C:7]1[CH:12]=[C:11]([CH3:13])[N:10]=[C:9]([O:14][C:15]2[C:20]([CH3:21])=[CH:19][C:18]([O:22][CH:25]([CH3:30])[CH3:26])=[CH:17][C:16]=2[CH3:23])[C:8]=1[CH3:24])[CH2:4][CH3:5])[CH3:2]. The yield is 0.580. (9) The reactants are ONC(=O)C1C=CC=CC=1C#CC1C=CC=CC=1.[N+:19]([C:22]1[CH:27]=[C:26]([C:28]2[S:29][CH:30]=[CH:31][CH:32]=2)[CH:25]=[CH:24][C:23]=1[NH:33][C:34](=[O:40])[O:35][C:36]([CH3:39])([CH3:38])[CH3:37])([O-])=O. No catalyst specified. The product is [NH2:19][C:22]1[CH:27]=[C:26]([C:28]2[S:29][CH:30]=[CH:31][CH:32]=2)[CH:25]=[CH:24][C:23]=1[NH:33][C:34](=[O:40])[O:35][C:36]([CH3:38])([CH3:37])[CH3:39]. The yield is 0.920.